This data is from Forward reaction prediction with 1.9M reactions from USPTO patents (1976-2016). The task is: Predict the product of the given reaction. (1) Given the reactants Cl.[NH:2]1[CH2:7][CH2:6][CH:5]([C@H:8]([OH:10])[CH3:9])[CH2:4][CH2:3]1.F[C:12]1[CH:17]=[CH:16][C:15]([C:18]([F:21])([F:20])[F:19])=[CH:14][CH:13]=1.C(=O)([O-])[O-].[K+].[K+].O, predict the reaction product. The product is: [F:19][C:18]([F:21])([F:20])[C:15]1[CH:16]=[CH:17][C:12]([N:2]2[CH2:7][CH2:6][CH:5]([C@H:8]([OH:10])[CH3:9])[CH2:4][CH2:3]2)=[CH:13][CH:14]=1. (2) The product is: [ClH:3].[NH:5]1[CH2:8][CH:7]([C:9]([O:11][CH3:12])=[O:10])[CH2:6]1. Given the reactants S(Cl)([Cl:3])=O.[NH:5]1[CH2:8][CH:7]([C:9]([OH:11])=[O:10])[CH2:6]1.[CH3:12]O, predict the reaction product. (3) Given the reactants Cl.[Cl:2][C:3]1[CH:22]=[CH:21][C:6]([O:7][C:8]2[CH:9]=[C:10]([CH:18]=[CH:19][CH:20]=2)[CH2:11][N:12]2[CH2:17][CH2:16][NH:15][CH2:14][CH2:13]2)=[CH:5][CH:4]=1.C(N(C(C)C)CC)(C)C.C1([O:38][C:39](=O)[NH:40][C:41]2[N:45]3[N:46]=[CH:47][CH:48]=[CH:49][C:44]3=[N:43][CH:42]=2)C=CC=CC=1, predict the reaction product. The product is: [N:43]1[CH:42]=[C:41]([NH:40][C:39]([N:15]2[CH2:16][CH2:17][N:12]([CH2:11][C:10]3[CH:18]=[CH:19][CH:20]=[C:8]([O:7][C:6]4[CH:21]=[CH:22][C:3]([Cl:2])=[CH:4][CH:5]=4)[CH:9]=3)[CH2:13][CH2:14]2)=[O:38])[N:45]2[C:44]=1[CH:49]=[CH:48][CH:47]=[N:46]2.